From a dataset of CYP1A2 inhibition data for predicting drug metabolism from PubChem BioAssay. Regression/Classification. Given a drug SMILES string, predict its absorption, distribution, metabolism, or excretion properties. Task type varies by dataset: regression for continuous measurements (e.g., permeability, clearance, half-life) or binary classification for categorical outcomes (e.g., BBB penetration, CYP inhibition). Dataset: cyp1a2_veith. The drug is [Cl-].[Li+]. The result is 0 (non-inhibitor).